Dataset: Orexin1 receptor HTS with 218,158 compounds and 233 confirmed actives. Task: Binary Classification. Given a drug SMILES string, predict its activity (active/inactive) in a high-throughput screening assay against a specified biological target. (1) The compound is O(C(=O)c1n2c(nc1C)c1c(cc2)cccc1)CC. The result is 1 (active). (2) The drug is O1CCN(c2c(C(=O)NC3CCCCC3)cc([N+]([O-])=O)cc2)CC1. The result is 0 (inactive).